From a dataset of Catalyst prediction with 721,799 reactions and 888 catalyst types from USPTO. Predict which catalyst facilitates the given reaction. (1) Reactant: [F:1][C:2]1[CH:9]=[C:8]([OH:10])[CH:7]=[CH:6][C:3]=1[CH:4]=O.[NH:11]1[CH2:15][CH2:14][CH2:13][CH2:12]1.C(O[BH-](OC(=O)C)OC(=O)C)(=O)C.[Na+].[OH-].[Na+]. Product: [F:1][C:2]1[CH:9]=[C:8]([OH:10])[CH:7]=[CH:6][C:3]=1[CH2:4][N:11]1[CH2:15][CH2:14][CH2:13][CH2:12]1. The catalyst class is: 34. (2) The catalyst class is: 7. Reactant: [NH2:1][C@H:2]([C:10]([OH:12])=[O:11])[CH2:3][C:4]1[CH:9]=[CH:8][CH:7]=[CH:6][CH:5]=1.C(NC(=NC(C)C)O[CH2:19][C:20]1[CH:25]=[CH:24][CH:23]=[CH:22][CH:21]=1)(C)C. Product: [NH2:1][CH:2]([CH2:3][C:4]1[CH:9]=[CH:8][CH:7]=[CH:6][CH:5]=1)[C:10]([O:12][CH2:19][C:20]1[CH:25]=[CH:24][CH:23]=[CH:22][CH:21]=1)=[O:11].